From a dataset of Full USPTO retrosynthesis dataset with 1.9M reactions from patents (1976-2016). Predict the reactants needed to synthesize the given product. Given the product [CH:1]1([N:7]=[C:8]2[C@:12]3([CH2:17][CH2:16][N:15]([CH2:18][C:19]4[CH:24]=[CH:23][CH:22]=[C:21]([O:25][CH:26]([CH3:27])[CH3:28])[CH:20]=4)[C@@H:14]([CH3:29])[CH2:13]3)[N:11]([C:30]3[CH:35]=[CH:34][CH:33]=[C:32]([F:36])[CH:31]=3)[C:10](=[O:37])[N:9]2[CH3:38])[CH2:6][CH2:5][CH2:4][CH2:3][CH2:2]1, predict the reactants needed to synthesize it. The reactants are: [CH:1]1([NH:7][C:8]2[C@:12]3([CH2:17][CH2:16][N:15]([CH2:18][C:19]4[CH:24]=[CH:23][CH:22]=[C:21]([O:25][CH:26]([CH3:28])[CH3:27])[CH:20]=4)[C@@H:14]([CH3:29])[CH2:13]3)[N:11]([C:30]3[CH:35]=[CH:34][CH:33]=[C:32]([F:36])[CH:31]=3)[C:10](=[O:37])[N:9]=2)[CH2:6][CH2:5][CH2:4][CH2:3][CH2:2]1.[CH3:38][Si]([N-][Si](C)(C)C)(C)C.[Li+].C1COCC1.IC.